From a dataset of Forward reaction prediction with 1.9M reactions from USPTO patents (1976-2016). Predict the product of the given reaction. (1) Given the reactants [OH:1][C:2]1[C:3]([C:16]2[CH:17]=[C:18]([CH:24]=[CH:25][C:26]([O:28]CC)=[O:27])[CH:19]=[CH:20][C:21]=2[O:22][CH3:23])=[CH:4][C:5]2[C:6]([CH3:15])([CH3:14])[CH2:7][CH2:8][C:9]([CH3:13])([CH3:12])[C:10]=2[CH:11]=1.Cl.Cl[CH2:33][CH2:34][N:35]1[CH2:40][CH2:39][O:38][CH2:37][CH2:36]1, predict the reaction product. The product is: [CH3:23][O:22][C:21]1[CH:20]=[CH:19][C:18]([CH:24]=[CH:25][C:26]([OH:28])=[O:27])=[CH:17][C:16]=1[C:3]1[C:2]([O:1][CH2:33][CH2:34][N:35]2[CH2:40][CH2:39][O:38][CH2:37][CH2:36]2)=[CH:11][C:10]2[C:9]([CH3:13])([CH3:12])[CH2:8][CH2:7][C:6]([CH3:15])([CH3:14])[C:5]=2[CH:4]=1. (2) Given the reactants [Cl:1][C:2]1[CH:3]=[C:4]2[C:8](=[CH:9][CH:10]=1)[NH:7][C:6]([CH2:11][OH:12])=[C:5]2[S:13]([CH2:16][CH:17]1[CH2:20][CH2:19][CH2:18]1)(=[O:15])=[O:14], predict the reaction product. The product is: [Cl:1][C:2]1[CH:3]=[C:4]2[C:8](=[CH:9][CH:10]=1)[NH:7][C:6]([CH:11]=[O:12])=[C:5]2[S:13]([CH2:16][CH:17]1[CH2:20][CH2:19][CH2:18]1)(=[O:15])=[O:14]. (3) The product is: [CH:1]1([CH2:6][CH:7]([C:18]2[NH:30][C:21]3=[N:22][CH:23]=[C:24]([O:26][CH:27]([CH3:28])[CH3:29])[CH:25]=[C:20]3[CH:19]=2)[C:8]2[CH:13]=[CH:12][C:11]([S:14]([CH3:17])(=[O:16])=[O:15])=[CH:10][CH:9]=2)[CH2:5][CH2:4][CH2:3][CH2:2]1. Given the reactants [CH:1]1([CH:6]=[C:7]([C:18]2[NH:30][C:21]3=[N:22][CH:23]=[C:24]([O:26][CH:27]([CH3:29])[CH3:28])[CH:25]=[C:20]3[CH:19]=2)[C:8]2[CH:13]=[CH:12][C:11]([S:14]([CH3:17])(=[O:16])=[O:15])=[CH:10][CH:9]=2)[CH2:5][CH2:4][CH2:3][CH2:2]1.[H][H], predict the reaction product. (4) Given the reactants Br[C:2]1[C:3]([C:31]#[N:32])=[CH:4][CH:5]=[C:6]2[C:14]=1[NH:13][C:12]1[C:11]([CH3:16])([CH3:15])[C:10]3[CH:17]=[C:18]([O:21][CH2:22][C@H:23]4[CH2:27][O:26][C:25]([CH3:29])([CH3:28])[O:24]4)[CH:19]=[CH:20][C:9]=3[C:8](=[O:30])[C:7]2=1.[Cl-].[Li+].[CH3:35][Sn](C)(C)C.C1(P(C2CCCCC2)C2CCCCC2)CCCCC1.Cl, predict the reaction product. The product is: [CH3:29][C:25]1([CH3:28])[O:24][C@@H:23]([CH2:22][O:21][C:18]2[CH:19]=[CH:20][C:9]3[C:8](=[O:30])[C:7]4[C:6]5[C:14](=[C:2]([CH3:35])[C:3]([C:31]#[N:32])=[CH:4][CH:5]=5)[NH:13][C:12]=4[C:11]([CH3:16])([CH3:15])[C:10]=3[CH:17]=2)[CH2:27][O:26]1. (5) Given the reactants [F:1][C:2]1[CH:3]=[C:4]2[C:9](=[CH:10][CH:11]=1)[CH:8]=[C:7]([CH2:12][C:13]([OH:15])=[O:14])[C:6]([CH3:16])=[C:5]2[C:17](=[O:28])[C:18]1[CH:23]=[CH:22][C:21]([S:24]([CH3:27])(=[O:26])=[O:25])=[CH:20][CH:19]=1.[H][H], predict the reaction product. The product is: [F:1][C:2]1[CH:3]=[C:4]2[C:9](=[CH:10][CH:11]=1)[CH:8]=[C:7]([CH2:12][C:13]([OH:15])=[O:14])[C:6]([CH3:16])=[C:5]2[CH:17]([OH:28])[C:18]1[CH:23]=[CH:22][C:21]([S:24]([CH3:27])(=[O:25])=[O:26])=[CH:20][CH:19]=1. (6) Given the reactants [OH-].[Na+].[CH:3]1([C:6]2[CH:11]=[C:10]([CH2:12][N:13]3[CH2:16][C:15]4([CH2:20][C:19]([N:21]5[CH2:26][CH2:25][C:24]([CH3:32])([C:27]([O:29]CC)=[O:28])[CH2:23][CH2:22]5)=[N:18][O:17]4)[CH2:14]3)[CH:9]=[C:8]([O:33][CH2:34][CH2:35][CH3:36])[C:7]=2[C:37]2[CH:42]=[CH:41][C:40]([F:43])=[CH:39][C:38]=2[F:44])[CH2:5][CH2:4]1.Cl, predict the reaction product. The product is: [CH:3]1([C:6]2[CH:11]=[C:10]([CH2:12][N:13]3[CH2:16][C:15]4([CH2:20][C:19]([N:21]5[CH2:26][CH2:25][C:24]([CH3:32])([C:27]([OH:29])=[O:28])[CH2:23][CH2:22]5)=[N:18][O:17]4)[CH2:14]3)[CH:9]=[C:8]([O:33][CH2:34][CH2:35][CH3:36])[C:7]=2[C:37]2[CH:42]=[CH:41][C:40]([F:43])=[CH:39][C:38]=2[F:44])[CH2:4][CH2:5]1. (7) Given the reactants [Cl:1][C:2]1[CH:7]=[CH:6][C:5]([C:8]2[CH:12]=[C:11]([O:13][CH:14]([F:16])[F:15])[N:10]([CH3:17])[N:9]=2)=[C:4]([Cl:18])[CH:3]=1.[N+:19]([O-])([OH:21])=[O:20], predict the reaction product. The product is: [Cl:1][C:2]1[CH:3]=[C:4]([Cl:18])[C:5]([C:8]2[CH:12]=[C:11]([O:13][CH:14]([F:16])[F:15])[N:10]([CH3:17])[N:9]=2)=[CH:6][C:7]=1[N+:19]([O-:21])=[O:20]. (8) Given the reactants [Br:1][C:2]1[C:3]([OH:10])=[C:4]([CH:7]=[CH:8][CH:9]=1)[CH:5]=O.[C:11]([CH:16]=P(C1C=CC=CC=1)(C1C=CC=CC=1)C1C=CC=CC=1)([O:13][CH2:14][CH3:15])=[O:12], predict the reaction product. The product is: [Br:1][C:2]1[C:3]([OH:10])=[C:4](/[CH:5]=[CH:16]/[C:11]([O:13][CH2:14][CH3:15])=[O:12])[CH:7]=[CH:8][CH:9]=1.